Task: Predict the reactants needed to synthesize the given product.. Dataset: Full USPTO retrosynthesis dataset with 1.9M reactions from patents (1976-2016) (1) Given the product [NH2:29][C:28](=[O:37])[CH2:27][N:18]([C:19]1[CH:24]=[CH:23][C:22]([Cl:25])=[C:21]([Cl:26])[CH:20]=1)[CH2:17][C:16]([N:15]([C@H:8]([C:5]1[CH:6]=[CH:7][C:2]([Br:1])=[CH:3][CH:4]=1)[CH2:9][N:10]1[CH2:14][CH2:13][CH2:12][CH2:11]1)[CH3:31])=[O:30], predict the reactants needed to synthesize it. The reactants are: [Br:1][C:2]1[CH:7]=[CH:6][C:5]([C@@H:8]([N:15]([CH3:31])[C:16](=[O:30])[CH2:17][N:18]([CH2:27][C:28]#[N:29])[C:19]2[CH:24]=[CH:23][C:22]([Cl:25])=[C:21]([Cl:26])[CH:20]=2)[CH2:9][N:10]2[CH2:14][CH2:13][CH2:12][CH2:11]2)=[CH:4][CH:3]=1.[Li+].[OH-].FC(F)(F)C(O)=[O:37]. (2) Given the product [Cl:1][C:2]1[N:7]=[C:6]([NH:8][C@H:9]2[CH2:14][CH2:13][C@H:12]([NH:15][C:16](=[O:22])[O:17][C:18]([CH3:21])([CH3:20])[CH3:19])[CH2:11][CH2:10]2)[CH:5]=[C:4]([C:23]2[C:31]3[C:26](=[N:27][CH:28]=[C:29]([OH:32])[CH:30]=3)[N:25]([S:34]([C:37]3[CH:42]=[CH:41][CH:40]=[CH:39][CH:38]=3)(=[O:36])=[O:35])[CH:24]=2)[CH:3]=1, predict the reactants needed to synthesize it. The reactants are: [Cl:1][C:2]1[N:7]=[C:6]([NH:8][C@H:9]2[CH2:14][CH2:13][C@H:12]([NH:15][C:16](=[O:22])[O:17][C:18]([CH3:21])([CH3:20])[CH3:19])[CH2:11][CH2:10]2)[CH:5]=[C:4]([C:23]2[C:31]3[C:26](=[N:27][CH:28]=[C:29]([O:32]C)[CH:30]=3)[N:25]([S:34]([C:37]3[CH:42]=[CH:41][CH:40]=[CH:39][CH:38]=3)(=[O:36])=[O:35])[CH:24]=2)[CH:3]=1.B(Br)(Br)Br.C(N(CC)CC)C.CC(OC(OC(OC(C)(C)C)=O)=O)(C)C. (3) Given the product [CH:1]1([NH:7][C:22]([C:21]2[CH:25]=[CH:26][N:27]=[CH:28][C:20]=2[NH:19][C:17]([C:15]2[C:14]([NH:29][C:30]3[CH:31]=[N:32][CH:33]=[N:34][CH:35]=3)=[CH:13][CH:12]=[C:11]([CH:8]3[CH2:10][CH2:9]3)[N:16]=2)=[O:18])=[O:23])[CH2:6][CH2:5][CH2:4][CH2:3][CH2:2]1, predict the reactants needed to synthesize it. The reactants are: [CH:1]1([NH2:7])[CH2:6][CH2:5][CH2:4][CH2:3][CH2:2]1.[CH:8]1([C:11]2[N:16]=[C:15]([C:17]([NH:19][C:20]3[CH:28]=[N:27][CH:26]=[CH:25][C:21]=3[C:22](O)=[O:23])=[O:18])[C:14]([NH:29][C:30]3[CH:31]=[N:32][CH:33]=[N:34][CH:35]=3)=[CH:13][CH:12]=2)[CH2:10][CH2:9]1. (4) Given the product [NH2:10][CH:2]1[CH2:3][C:4]2[C:9](=[CH:8][CH:7]=[CH:6][CH:5]=2)[CH:1]1[OH:12], predict the reactants needed to synthesize it. The reactants are: [C:1]1(=[O:12])[C:9]2[C:4](=[CH:5][CH:6]=[CH:7][CH:8]=2)[CH2:3][C:2]1=[N:10]O.O1CCOCC1. (5) The reactants are: C(N(CC)CC)C.[C:8]1([C:18](Cl)=[O:19])[C:17]2[C:12](=[CH:13][CH:14]=[CH:15][CH:16]=2)[CH:11]=[CH:10][CH:9]=1.[CH2:21]([O:28][C:29]1[C:30]([CH3:38])=[C:31]([CH3:37])[C:32]([NH2:36])=[N:33][C:34]=1[CH3:35])[C:22]1[CH:27]=[CH:26][CH:25]=[CH:24][CH:23]=1. Given the product [CH2:21]([O:28][C:29]1[C:30]([CH3:38])=[C:31]([CH3:37])[C:32]([NH:36][C:18]([C:8]2[C:17]3[C:12](=[CH:13][CH:14]=[CH:15][CH:16]=3)[CH:11]=[CH:10][CH:9]=2)=[O:19])=[N:33][C:34]=1[CH3:35])[C:22]1[CH:23]=[CH:24][CH:25]=[CH:26][CH:27]=1, predict the reactants needed to synthesize it. (6) Given the product [CH3:6][C:7]1[N:12]=[C:11]([C:13]2[NH:22][O:43][C:5](=[O:1])[N:15]=2)[CH:10]=[C:9]([C:16]([F:19])([F:18])[F:17])[CH:8]=1, predict the reactants needed to synthesize it. The reactants are: [O:1]1[CH2:5]CCC1.[CH3:6][C:7]1[N:12]=[C:11]([C:13]([NH2:15])=O)[CH:10]=[C:9]([C:16]([F:19])([F:18])[F:17])[CH:8]=1.C(N1C=CN=C1)([N:22]1C=CN=C1)=O.N12CCCN=C1CCCCC2.[OH2:43]. (7) The reactants are: [Li]C(CC)C.C1CCCCC1.C(=O)=O.CC(C)=O.CN(CCN(C)C)C.[CH2:27]([N:29]([CH:39]([O:44][CH3:45])[C:40]([CH3:43])([CH3:42])[CH3:41])[C:30](=[O:38])[C:31]1[CH:36]=[CH:35][CH:34]=[CH:33][C:32]=1[Cl:37])[CH3:28].[CH3:46][Si:47](Cl)([CH3:49])[CH3:48]. Given the product [Cl:37][C:32]1[CH:33]=[CH:34][CH:35]=[C:36]([Si:47]([CH3:49])([CH3:48])[CH3:46])[C:31]=1[C:30]([N:29]([CH2:27][CH3:28])[CH:39]([O:44][CH3:45])[C:40]([CH3:41])([CH3:43])[CH3:42])=[O:38], predict the reactants needed to synthesize it. (8) Given the product [CH3:45][C:33]1[N:32]([CH2:31][C:28]2[CH:29]=[CH:30][C:25]([C:20]3[C:19]([C:17]([OH:18])=[O:16])=[CH:24][CH:23]=[CH:22][CH:21]=3)=[CH:26][CH:27]=2)[C:40]2[C:35]([C:34]=1[CH3:44])=[CH:36][C:37]([C:41](=[O:42])[NH:11][CH:9]([CH2:8][CH2:7][C:1]1[CH:6]=[CH:5][CH:4]=[CH:3][CH:2]=1)[CH3:10])=[CH:38][CH:39]=2, predict the reactants needed to synthesize it. The reactants are: [C:1]1([CH2:7][CH2:8][CH:9]([NH2:11])[CH3:10])[CH:6]=[CH:5][CH:4]=[CH:3][CH:2]=1.C([O:16][C:17]([C:19]1[CH:24]=[CH:23][CH:22]=[CH:21][C:20]=1[C:25]1[CH:30]=[CH:29][C:28]([CH2:31][N:32]2[C:40]3[C:35](=[CH:36][C:37]([C:41](O)=[O:42])=[CH:38][CH:39]=3)[C:34]([CH3:44])=[C:33]2[CH3:45])=[CH:27][CH:26]=1)=[O:18])(C)(C)C. (9) Given the product [CH3:1][C:2]1[CH:3]=[CH:4][C:5]([S:8]([O:11][CH2:12][C@H:13]2[CH:14]=[CH:23][C:22]3[C:17](=[C:18]([C:27]4[CH:32]=[CH:31][CH:30]=[CH:29][C:28]=4[Cl:33])[C:19]([Cl:26])=[CH:20][CH:21]=3)[O:16]2)(=[O:9])=[O:10])=[CH:6][CH:7]=1, predict the reactants needed to synthesize it. The reactants are: [CH3:1][C:2]1[CH:7]=[CH:6][C:5]([S:8]([O:11][CH2:12][C@H:13]([O:16][C:17]2[C:22]([CH:23]=CC)=[CH:21][CH:20]=[C:19]([Cl:26])[C:18]=2[C:27]2[CH:32]=[CH:31][CH:30]=[CH:29][C:28]=2[Cl:33])[CH:14]=C)(=[O:10])=[O:9])=[CH:4][CH:3]=1.